Dataset: Reaction yield outcomes from USPTO patents with 853,638 reactions. Task: Predict the reaction yield, written as a fraction of the theoretical maximum amount of product (1.0 means a 100% yield; for example, 0.34 means a 34% yield). (1) The reactants are [H-].[Na+].[Cl:3][C:4]1[CH:9]=[C:8]([OH:10])[CH:7]=[CH:6][N:5]=1.[Cl:11][C:12]1[C:13](F)=[CH:14][C:15]([F:21])=[C:16]([N+:18]([O-:20])=[O:19])[CH:17]=1. The catalyst is CN(C=O)C.C(OCC)(=O)C. The product is [Cl:3][C:4]1[CH:9]=[C:8]([O:10][C:13]2[CH:14]=[C:15]([F:21])[C:16]([N+:18]([O-:20])=[O:19])=[CH:17][C:12]=2[Cl:11])[CH:7]=[CH:6][N:5]=1. The yield is 0.450. (2) The reactants are [F:1][C:2]1[CH:3]=[CH:4][C:5]([CH:8]=O)=[N:6][CH:7]=1.Cl.[NH2:11][OH:12].[OH-].[Na+].Cl. The catalyst is C(O)C.O. The product is [F:1][C:2]1[CH:3]=[CH:4][C:5]([CH:8]=[N:11][OH:12])=[N:6][CH:7]=1. The yield is 0.790.